From a dataset of Peptide-MHC class II binding affinity with 134,281 pairs from IEDB. Regression. Given a peptide amino acid sequence and an MHC pseudo amino acid sequence, predict their binding affinity value. This is MHC class II binding data. The peptide sequence is SINYRTEIDKPCQHH. The MHC is DRB5_0101 with pseudo-sequence DRB5_0101. The binding affinity (normalized) is 0.136.